This data is from Catalyst prediction with 721,799 reactions and 888 catalyst types from USPTO. The task is: Predict which catalyst facilitates the given reaction. (1) Reactant: [C:1]([O:5][C:6]([N:8]1[CH2:20][C@@H:19]([CH3:21])[N:18]2[C@H:10]([CH2:11][C:12]3[C:17]2=[N:16][C:15]([CH2:22]O)=[C:14]([Br:24])[CH:13]=3)[CH2:9]1)=[O:7])([CH3:4])([CH3:3])[CH3:2].C1(P(C2C=CC=CC=2)C2C=CC=CC=2)C=CC=CC=1.C(Br)(Br)(Br)[Br:45]. Product: [C:1]([O:5][C:6]([N:8]1[CH2:20][C@@H:19]([CH3:21])[N:18]2[C@H:10]([CH2:11][C:12]3[C:17]2=[N:16][C:15]([CH2:22][Br:45])=[C:14]([Br:24])[CH:13]=3)[CH2:9]1)=[O:7])([CH3:4])([CH3:3])[CH3:2]. The catalyst class is: 4. (2) Reactant: [C:1]1([C:21]2[CH:26]=[CH:25][CH:24]=[CH:23][CH:22]=2)[CH:6]=[CH:5][C:4]([CH2:7][CH2:8][C:9]([NH:11][C:12]2[S:13][CH:14]=[CH:15][C:16]=2[C:17]([O:19]C)=[O:18])=[O:10])=[CH:3][CH:2]=1.O.[OH-].[Li+]. Product: [C:1]1([C:21]2[CH:26]=[CH:25][CH:24]=[CH:23][CH:22]=2)[CH:2]=[CH:3][C:4]([CH2:7][CH2:8][C:9]([NH:11][C:12]2[S:13][CH:14]=[CH:15][C:16]=2[C:17]([OH:19])=[O:18])=[O:10])=[CH:5][CH:6]=1. The catalyst class is: 200. (3) Reactant: [C:1]([O-:4])(O)=O.[Na+].[C:6]([C:10]1[CH:14]=[C:13]([NH2:15])[N:12]([C:16]2[CH:21]=[CH:20][C:19]([CH3:22])=[CH:18][CH:17]=2)[N:11]=1)([CH3:9])([CH3:8])[CH3:7].ClC(OC(Cl)=O)(Cl)Cl. Product: [C:6]([C:10]1[CH:14]=[C:13]([N:15]=[C:1]=[O:4])[N:12]([C:16]2[CH:17]=[CH:18][C:19]([CH3:22])=[CH:20][CH:21]=2)[N:11]=1)([CH3:9])([CH3:8])[CH3:7]. The catalyst class is: 2. (4) Reactant: [CH3:1][O:2][C:3]1[CH:8]=[CH:7][CH:6]=[C:5]([CH3:9])[C:4]=1[N+:10]([O-])=O. Product: [CH3:1][O:2][C:3]1[CH:8]=[CH:7][CH:6]=[C:5]([CH3:9])[C:4]=1[NH2:10]. The catalyst class is: 29. (5) Reactant: ClC(N(C)C)=C(C)C.[N:9]1([C:13]([C:15]2[CH:16]=[C:17]([Cl:43])[C:18]([O:21][C:22]3[CH:23]=[C:24]([CH:28]=[C:29]([O:31][C@@H:32]([CH3:42])[CH2:33][O:34][Si:35]([C:38]([CH3:41])([CH3:40])[CH3:39])([CH3:37])[CH3:36])[CH:30]=3)[C:25](O)=[O:26])=[N:19][CH:20]=2)=[O:14])[CH2:12][CH2:11][CH2:10]1.[NH2:44][C:45]1[CH:50]=[N:49][C:48]([CH3:51])=[CH:47][N:46]=1.N1C=CC=CC=1. Product: [N:9]1([C:13]([C:15]2[CH:16]=[C:17]([Cl:43])[C:18]([O:21][C:22]3[CH:23]=[C:24]([CH:28]=[C:29]([O:31][C@@H:32]([CH3:42])[CH2:33][O:34][Si:35]([C:38]([CH3:40])([CH3:41])[CH3:39])([CH3:36])[CH3:37])[CH:30]=3)[C:25]([NH:44][C:45]3[CH:50]=[N:49][C:48]([CH3:51])=[CH:47][N:46]=3)=[O:26])=[N:19][CH:20]=2)=[O:14])[CH2:10][CH2:11][CH2:12]1. The catalyst class is: 2.